This data is from Reaction yield outcomes from USPTO patents with 853,638 reactions. The task is: Predict the reaction yield, written as a fraction of the theoretical maximum amount of product (1.0 means a 100% yield; for example, 0.34 means a 34% yield). (1) The reactants are C(O[BH-](OC(=O)C)OC(=O)C)(=O)C.[Na+].[F:15][C:16]([F:52])([F:51])[C:17]1[CH:18]=[C:19]([CH:44]=[C:45]([C:47]([F:50])([F:49])[F:48])[CH:46]=1)[CH2:20][N:21]([C:38]1[N:39]=[N:40][N:41]([CH3:43])[N:42]=1)[C@H:22]1[CH2:28][CH2:27][CH2:26][NH:25][C:24]2[CH:29]=[C:30]([C:34]([F:37])([F:36])[F:35])[C:31]([CH3:33])=[CH:32][C:23]1=2.[CH3:53][O:54][C:55](=[O:64])[C:56]1[CH:61]=[C:60]([CH:62]=O)[CH:59]=[N:58][CH:57]=1.C(O)(=O)C. The catalyst is C(#N)C.ClCCl. The product is [CH3:53][O:54][C:55](=[O:64])[C:56]1[CH:61]=[C:60]([CH2:62][N:25]2[CH2:26][CH2:27][CH2:28][C@H:22]([N:21]([CH2:20][C:19]3[CH:44]=[C:45]([C:47]([F:50])([F:48])[F:49])[CH:46]=[C:17]([C:16]([F:51])([F:15])[F:52])[CH:18]=3)[C:38]3[N:39]=[N:40][N:41]([CH3:43])[N:42]=3)[C:23]3[CH:32]=[C:31]([CH3:33])[C:30]([C:34]([F:35])([F:36])[F:37])=[CH:29][C:24]2=3)[CH:59]=[N:58][CH:57]=1. The yield is 0.900. (2) The reactants are [Si:1]([O:8][C@H:9]1[CH2:13][NH:12][C:11](=[O:14])[CH2:10]1)([C:4]([CH3:7])([CH3:6])[CH3:5])([CH3:3])[CH3:2].[CH3:15][C:16]([O:19][C:20](O[C:20]([O:19][C:16]([CH3:18])([CH3:17])[CH3:15])=[O:21])=[O:21])([CH3:18])[CH3:17].O. The catalyst is CC#N.CN(C1C=CN=CC=1)C. The product is [Si:1]([O:8][C@H:9]1[CH2:13][N:12]([C:20]([O:19][C:16]([CH3:18])([CH3:17])[CH3:15])=[O:21])[C:11](=[O:14])[CH2:10]1)([C:4]([CH3:7])([CH3:6])[CH3:5])([CH3:3])[CH3:2]. The yield is 0.917. (3) The reactants are I[C:2]1[CH:10]=[C:9]2[C:5]([CH:6]=[N:7][N:8]2[CH2:11][CH2:12][CH2:13][O:14][CH3:15])=[CH:4][CH:3]=1.[Li]CCCC.[CH3:21][C:22]([CH3:52])([CH2:48][CH2:49][CH2:50][CH3:51])[C:23]([NH:25][CH2:26][C@@H:27]1[O:31][C:30]([CH3:33])([CH3:32])[N:29]([C:34]([O:36][C:37]([CH3:40])([CH3:39])[CH3:38])=[O:35])[C@H:28]1[CH2:41][C@H:42]([CH:46]=[O:47])[CH:43]([CH3:45])[CH3:44])=[O:24].[NH4+].[Cl-]. The catalyst is C1COCC1. The product is [CH3:52][C:22]([CH3:21])([CH2:48][CH2:49][CH2:50][CH3:51])[C:23]([NH:25][CH2:26][C@@H:27]1[O:31][C:30]([CH3:32])([CH3:33])[N:29]([C:34]([O:36][C:37]([CH3:38])([CH3:39])[CH3:40])=[O:35])[C@H:28]1[CH2:41][C@H:42]([CH:46]([OH:47])[C:2]1[CH:10]=[C:9]2[C:5]([CH:6]=[N:7][N:8]2[CH2:11][CH2:12][CH2:13][O:14][CH3:15])=[CH:4][CH:3]=1)[CH:43]([CH3:44])[CH3:45])=[O:24]. The yield is 0.200.